Predict the product of the given reaction. From a dataset of Forward reaction prediction with 1.9M reactions from USPTO patents (1976-2016). (1) Given the reactants [F:1][C:2]1[CH:7]=[C:6]([S:8][C:9]([F:12])([F:11])[F:10])[CH:5]=[CH:4][C:3]=1[N:13]([CH3:26])[C:14]([NH:16][CH2:17][CH2:18][O:19][C:20]1[CH:25]=[CH:24][CH:23]=[CH:22][CH:21]=1)=[O:15].C(N(C(C)C)CC)(C)C.[F:36][C:37]1[CH:45]=[CH:44][CH:43]=[C:42]([F:46])[C:38]=1[C:39](Cl)=[O:40].C(OC)(C)(C)C, predict the reaction product. The product is: [F:36][C:37]1[CH:45]=[CH:44][CH:43]=[C:42]([F:46])[C:38]=1[C:39]([N:16]([CH2:17][CH2:18][O:19][C:20]1[CH:25]=[CH:24][CH:23]=[CH:22][CH:21]=1)[C:14]([N:13]([C:3]1[CH:4]=[CH:5][C:6]([S:8][C:9]([F:12])([F:10])[F:11])=[CH:7][C:2]=1[F:1])[CH3:26])=[O:15])=[O:40]. (2) The product is: [CH3:1][C:2]1([CH3:18])[CH2:6][C:5]([C:7]2[O:11][N:10]=[C:9]([C:12]([OH:14])=[O:13])[C:8]=2[CH3:17])=[CH:4][CH2:3]1. Given the reactants [CH3:1][C:2]1([CH3:18])[CH2:6][C:5]([C:7]2[O:11][N:10]=[C:9]([C:12]([O:14]CC)=[O:13])[C:8]=2[CH3:17])=[CH:4][CH2:3]1.[OH-].[Na+].Cl, predict the reaction product. (3) Given the reactants [NH:1]([C:8]([O:10][C:11]([CH3:14])([CH3:13])[CH3:12])=[O:9])[C@H:2]([C:5]([OH:7])=[O:6])[CH2:3][SH:4].[OH-].[Na+].[CH3:17][CH:18]([SH:20])[CH3:19].II.Cl, predict the reaction product. The product is: [C:11]([O:10][C:8]([NH:1][C@@H:2]([CH2:3][S:4][S:20][CH:18]([CH3:19])[CH3:17])[C:5]([OH:7])=[O:6])=[O:9])([CH3:14])([CH3:13])[CH3:12].